This data is from Antibody developability classification from SAbDab with 2,409 antibodies. The task is: Regression/Classification. Given an antibody's heavy chain and light chain sequences, predict its developability. TAP uses regression for 5 developability metrics; SAbDab uses binary classification. (1) The antibody is ['EIQLQQSGPELVKPGASVKVSCKASGYSFIDYNIHWVKQSHGKSLEWIGYIVPYSGGTTFNQKFKGKATLTVDKSSSTAFMHLNSLTFEDSAVYYCANDYDGVYWGQGTTLTVSS', 'DVLMTQTPLSLPVSLGDQVSISCRSSQSIFHSDGKTYLEWHLQKPGQSPKLLIYKVSKRFSGVPDRFSGSGSGTDFTLKISRVEAEDLGVYYCFQGSHVPYTFGGGTKLEIK']. Result: 0 (not developable). (2) The antibody is ['EVQLQQFGAELVKPGASVKISCKASGYTFTDYNMDWVKQSHGKSLQWIGDISPYYGSTGYSQKFKGKATLTVDRSSSTAYMELRSLTSEDTAVYYCARRNYDGSWFAYWGQGTLVTVSS', 'ELVMTQSPAILSVSPGERVSFSCRASQIIGTSIHWYQQRTNGSPRLLIKYASESISGIPSRFSGSGSGTDFTLTINSVESDDIADYYCQQSNSWPVTFGAGTKLELK']. Result: 0 (not developable). (3) The antibody is ['QVQLVESGGGVVQPGRSLRLSCAASGFTFSSYGMHWVRQAPGKGLEWVAVMWYDGSNKDYVDSVKGRFTISRDNSKNTLYLQMNRLRAEDTAVYYCAREKDHYDILTGYNYYYGLDVWGQGTTVTVSS', 'DIQMTQSPSSLSASVGDRVTITCRASQGIRNDLGWYQQKPGKAPKRLIYAASSLESGVPSRFSGSGSGTEFTLTISSVQPEDFVTYYCLQHNSNPLTFGGGTKVEIK']. Result: 0 (not developable). (4) The antibody is ['QAYLQESGAELVRPGASVKMSCKASGYRFTSYNMHWVKQTPRQGLEWIGAIYPGNGDTSYNQKFKGKATLTVDKSSSTAYMQLSSLTSEDSAVYFCARGRLSLGFDYWGQGSTLTVSS', 'DIVMTQSQKFMSTSVGDRVSISCKASQNVGNIIAWYQQKPGQSPKALIYLASYRYSGVPDRFTGSGSGTDFTLTISNVQSEDLAEYFCQQYSSFPLTFGAGTKLELK']. Result: 0 (not developable). (5) The antibody is ['EVQLQESGPGLVKPSQSLSLTCTVTGYSITSDYAWNWIRQFPGNKLEWMGYISYSGTTSYNPSLKSRISITRDTSKNQFFLQLNSVTTEDTATYYCGRTGVYRYPERAPYWGQGTLVTVSA', 'PROT_FD6A2E19']. Result: 0 (not developable). (6) The antibody is ['QVQLVESGGGVVQPGRSLRLSCAASGFTFSSYGMHWVRQAPGKGLEWVAVIWYDGSNKFYEDSVKGRFTISRDNSKNTLYLQMDSLRAEDTAVYYCAREGAAVRSFYYSYYGMDVWGQGTTVTVSS', 'SYELTQPPSVSVSPGQTASITCSGDKLGNKFTSWYQRKPGQSPVLVIYQDTKRPSGIPERFSGSTSGNTATLTISGTQAMDEADYYCQAWDSSTAWVFGGGTKLEVL']. Result: 0 (not developable). (7) The antibody is ['QLLESGPDLVKPSQSLSLTCTVTGYSITSGYNWHWIRQFPGNKLEWMGYIHYRGTTNYNTSLKSRISITRDSSKNQFFLQLNSVTTEDTATYYCACDDFYSDYWGQGTIVTVSS', 'ELVMTQTPAIMSASPGEKVTMTCSASSSVSSVHWYQQKSGTSPKRWIYDTSKLPSGVPGRFSGSGSGTSYSLTISSMEAEDAATYYCQQWSSNPPTFGAGTKLEVK']. Result: 0 (not developable).